Dataset: Forward reaction prediction with 1.9M reactions from USPTO patents (1976-2016). Task: Predict the product of the given reaction. (1) Given the reactants N[C:2]1[S:3][C:4]([CH3:11])=[C:5]([C:7]([O:9][CH3:10])=[O:8])[N:6]=1.N(OC(C)(C)C)=O, predict the reaction product. The product is: [CH3:11][C:4]1[S:3][CH:2]=[N:6][C:5]=1[C:7]([O:9][CH3:10])=[O:8]. (2) The product is: [CH:1]1([N:4]([CH:30]2[CH2:32][CH2:31]2)[C:5]([C:7]2[N:27]([CH2:28][CH3:29])[C:10]3=[N:11][C:12]([NH:19][C:20]4[CH:21]=[C:22]([CH3:23])[N:35]([CH2:33][CH3:34])[N:36]=4)=[C:13]4[N:17]=[CH:16][N:15]([CH3:18])[C:14]4=[C:9]3[CH:8]=2)=[O:6])[CH2:3][CH2:2]1. Given the reactants [CH:1]1([N:4]([CH:30]2[CH2:32][CH2:31]2)[C:5]([C:7]2[N:27]([CH2:28][CH3:29])[C:10]3=[N:11][C:12]([NH:19]/[C:20](/SC)=[CH:21]/[C:22](=O)[CH3:23])=[C:13]4[N:17]=[CH:16][N:15]([CH3:18])[C:14]4=[C:9]3[CH:8]=2)=[O:6])[CH2:3][CH2:2]1.[CH2:33]([N:35](C(OC(C)(C)C)=O)[NH2:36])[CH3:34].C(O)=O, predict the reaction product.